This data is from Peptide-MHC class II binding affinity with 134,281 pairs from IEDB. The task is: Regression. Given a peptide amino acid sequence and an MHC pseudo amino acid sequence, predict their binding affinity value. This is MHC class II binding data. (1) The peptide sequence is ATQARAAAAAFEQAH. The MHC is DRB5_0101 with pseudo-sequence DRB5_0101. The binding affinity (normalized) is 0.239. (2) The peptide sequence is LAGDAAGAWRTAAVE. The MHC is DRB4_0101 with pseudo-sequence DRB4_0103. The binding affinity (normalized) is 0. (3) The peptide sequence is THSWEYWGAQLNAMK. The MHC is HLA-DPA10201-DPB11401 with pseudo-sequence HLA-DPA10201-DPB11401. The binding affinity (normalized) is 0.0490.